The task is: Predict the reaction yield, written as a fraction of the theoretical maximum amount of product (1.0 means a 100% yield; for example, 0.34 means a 34% yield).. This data is from Reaction yield outcomes from USPTO patents with 853,638 reactions. The reactants are [CH2:1]([O:8][C:9]1[CH:10]=[CH:11][CH:12]=[C:13]2[C:17]=1[NH:16][CH:15]=[CH:14]2)[C:2]1[CH:7]=[CH:6][CH:5]=[CH:4][CH:3]=1.[CH3:18]C1C2C(=CC=CC=2)NC=1. No catalyst specified. The product is [CH2:1]([O:8][C:9]1[CH:10]=[CH:11][CH:12]=[C:13]2[C:17]=1[N:16]([CH3:18])[CH:15]=[CH:14]2)[C:2]1[CH:7]=[CH:6][CH:5]=[CH:4][CH:3]=1. The yield is 1.00.